Dataset: Full USPTO retrosynthesis dataset with 1.9M reactions from patents (1976-2016). Task: Predict the reactants needed to synthesize the given product. (1) Given the product [CH2:34]([C@@H:2]([C@@H:3]([OH:33])[CH2:4][C@H:5]([CH2:6][C:7]1[CH:12]=[CH:11][C:10]([C:13]2[CH:18]=[CH:17][C:16]([CH3:19])=[CH:15][N:14]=2)=[CH:9][CH:8]=1)[NH:20][C:21](=[O:22])[C@H:23]([C:24]([CH3:27])([CH3:26])[CH3:25])[NH:28][C:29](=[O:32])[O:30][CH3:31])[NH:1][C:47](=[O:48])[C@@H:46]([NH:45][C:43](=[O:44])[O:42][CH3:41])[C:50]([CH3:53])([CH3:52])[CH3:51])[C:35]1[CH:36]=[CH:37][CH:38]=[CH:39][CH:40]=1, predict the reactants needed to synthesize it. The reactants are: [NH2:1][C@@H:2]([CH2:34][C:35]1[CH:40]=[CH:39][CH:38]=[CH:37][CH:36]=1)[C@@H:3]([OH:33])[CH2:4][C@@H:5]([NH:20][C:21]([C@@H:23]([NH:28][C:29](=[O:32])[O:30][CH3:31])[C:24]([CH3:27])([CH3:26])[CH3:25])=[O:22])[CH2:6][C:7]1[CH:12]=[CH:11][C:10]([C:13]2[CH:18]=[CH:17][C:16]([CH3:19])=[CH:15][N:14]=2)=[CH:9][CH:8]=1.[CH3:41][O:42][C:43]([NH:45][C@@H:46]([C:50]([CH3:53])([CH3:52])[CH3:51])[C:47](O)=[O:48])=[O:44].CCOP(ON1N=NC2C=CC=CC=2C1=O)(OCC)=O.C(N(CC)C(C)C)(C)C. (2) The reactants are: Cl.[CH2:2]([N:4](C(C)C)[C:5]1[CH:10]=[CH:9][C:8]([NH2:11])=[CH:7][CH:6]=1)[CH3:3].Cl.Cl.[CH2:17]([O:21][C:22]1[CH:27]=[CH:26][C:25]([NH2:28])=[CH:24][C:23]=1[NH2:29])[CH2:18][CH2:19][CH3:20].N.[OH:31]O.[CH2:33]([OH:35])[CH3:34]. Given the product [NH2:28][C:25]1[C:26](=[N:11][C:8]2[CH:9]=[CH:10][C:5]([N:4]([CH2:2][CH2:3][OH:31])[CH2:34][CH2:33][OH:35])=[CH:6][CH:7]=2)[CH:27]=[C:22]([O:21][CH2:17][CH2:18][CH2:19][CH3:20])[C:23](=[NH:29])[CH:24]=1, predict the reactants needed to synthesize it.